The task is: Predict the reaction yield, written as a fraction of the theoretical maximum amount of product (1.0 means a 100% yield; for example, 0.34 means a 34% yield).. This data is from Reaction yield outcomes from USPTO patents with 853,638 reactions. The reactants are [NH2:1][C:2]1[CH:9]=[CH:8][C:7]([Cl:10])=[CH:6][C:3]=1[CH:4]=O.[C:11]([CH2:13][C:14](OCC)=[O:15])#[N:12]. The catalyst is CCO.N1CCCCC1. The product is [Cl:10][C:7]1[CH:6]=[C:3]2[C:2](=[CH:9][CH:8]=1)[NH:1][C:14](=[O:15])[C:13]([C:11]#[N:12])=[CH:4]2. The yield is 0.700.